From a dataset of Reaction yield outcomes from USPTO patents with 853,638 reactions. Predict the reaction yield, written as a fraction of the theoretical maximum amount of product (1.0 means a 100% yield; for example, 0.34 means a 34% yield). (1) The reactants are [N:1]1[C:10]2[C:9](=O)[CH2:8][CH2:7][CH2:6][C:5]=2[CH:4]=[CH:3][CH:2]=1.Cl.[NH2:13][OH:14]. No catalyst specified. The product is [N:1]1[C:10]2[C:9](=[N:13][OH:14])[CH2:8][CH2:7][CH2:6][C:5]=2[CH:4]=[CH:3][CH:2]=1. The yield is 0.960. (2) The reactants are [NH:1]([C:9]([O:11][C:12]([CH3:15])([CH3:14])[CH3:13])=[O:10])[C@H:2]([C:6]([OH:8])=[O:7])[CH:3]([CH3:5])[CH3:4].C1CCC(N=C=NC2CCCCC2)CC1.[C:31]([O:39][C:40]1[C:49]2[C:44](=[CH:45][CH:46]=[CH:47][CH:48]=2)[C:43](O)=[C:42]([CH3:51])[C:41]=1[CH2:52]/[CH:53]=[C:54](\[CH3:86])/[CH2:55][CH2:56]/[CH:57]=[C:58](\[CH3:85])/[CH2:59][CH2:60]/[CH:61]=[C:62](\[CH3:84])/[CH2:63][CH2:64]/[CH:65]=[C:66](\[CH3:83])/[CH2:67][CH2:68]/[CH:69]=[C:70](\[CH3:82])/[CH2:71][CH2:72]/[CH:73]=[C:74](\[CH3:81])/[CH2:75][CH2:76][CH:77]=[C:78]([CH3:80])[CH3:79])(=[O:38])[C:32]1[CH:37]=[CH:36][CH:35]=[CH:34][CH:33]=1. The catalyst is CN(C1C=CN=CC=1)C.C(Cl)Cl.CCOCC. The product is [C:31]([O:39][C:40]1[C:49]2[C:44](=[CH:45][CH:46]=[CH:47][CH:48]=2)[C:43]([O:7][C:6](=[O:8])[C@H:2]([CH:3]([CH3:5])[CH3:4])[NH:1][C:9]([O:11][C:12]([CH3:13])([CH3:15])[CH3:14])=[O:10])=[C:42]([CH3:51])[C:41]=1[CH2:52]/[CH:53]=[C:54](\[CH3:86])/[CH2:55][CH2:56]/[CH:57]=[C:58](\[CH3:85])/[CH2:59][CH2:60]/[CH:61]=[C:62](\[CH3:84])/[CH2:63][CH2:64]/[CH:65]=[C:66](\[CH3:83])/[CH2:67][CH2:68]/[CH:69]=[C:70](\[CH3:82])/[CH2:71][CH2:72]/[CH:73]=[C:74](\[CH3:81])/[CH2:75][CH2:76][CH:77]=[C:78]([CH3:80])[CH3:79])(=[O:38])[C:32]1[CH:33]=[CH:34][CH:35]=[CH:36][CH:37]=1. The yield is 0.320.